Dataset: CYP2D6 inhibition data for predicting drug metabolism from PubChem BioAssay. Task: Regression/Classification. Given a drug SMILES string, predict its absorption, distribution, metabolism, or excretion properties. Task type varies by dataset: regression for continuous measurements (e.g., permeability, clearance, half-life) or binary classification for categorical outcomes (e.g., BBB penetration, CYP inhibition). Dataset: cyp2d6_veith. The compound is N#CCCn1c(=O)c(-c2ccc(F)cc2)nc2cnc(OCc3ccccc3)nc21. The result is 0 (non-inhibitor).